Dataset: Full USPTO retrosynthesis dataset with 1.9M reactions from patents (1976-2016). Task: Predict the reactants needed to synthesize the given product. Given the product [C:1]([O:5][C:6](=[O:23])[NH:7][C:8]1[CH:13]=[CH:12][C:11]([C:14]#[CH:15])=[CH:10][C:9]=1[N+:20]([O-:22])=[O:21])([CH3:4])([CH3:2])[CH3:3], predict the reactants needed to synthesize it. The reactants are: [C:1]([O:5][C:6](=[O:23])[NH:7][C:8]1[CH:13]=[CH:12][C:11]([C:14]#[C:15][Si](C)(C)C)=[CH:10][C:9]=1[N+:20]([O-:22])=[O:21])([CH3:4])([CH3:3])[CH3:2].[OH-].[Na+].C(O)(=O)CC(CC(O)=O)(C(O)=O)O.